From a dataset of Forward reaction prediction with 1.9M reactions from USPTO patents (1976-2016). Predict the product of the given reaction. (1) Given the reactants [NH:1]1[C:9]2[C:4](=[CH:5][CH:6]=[CH:7][CH:8]=2)[CH2:3][CH2:2]1.Cl[C:11]([O:13][CH3:14])=[O:12].C(N(CC)CC)C, predict the reaction product. The product is: [CH3:14][O:13][C:11]([N:1]1[C:9]2[C:4](=[CH:5][CH:6]=[CH:7][CH:8]=2)[CH2:3][CH2:2]1)=[O:12]. (2) Given the reactants C([O:3][C:4]([C:6]1[N:7]=[C:8]([CH2:11][O:12][C:13]2[CH:18]=[CH:17][C:16](I)=[CH:15][CH:14]=2)[S:9][CH:10]=1)=[O:5])C.[CH3:20][O:21][CH2:22][C:23]1[CH:28]=[CH:27][CH:26]=[CH:25][C:24]=1B(O)O, predict the reaction product. The product is: [CH3:20][O:21][CH2:22][C:23]1[CH:28]=[CH:27][CH:26]=[CH:25][C:24]=1[C:16]1[CH:15]=[CH:14][C:13]([O:12][CH2:11][C:8]2[S:9][CH:10]=[C:6]([C:4]([OH:3])=[O:5])[N:7]=2)=[CH:18][CH:17]=1.